From a dataset of CYP2C9 inhibition data for predicting drug metabolism from PubChem BioAssay. Regression/Classification. Given a drug SMILES string, predict its absorption, distribution, metabolism, or excretion properties. Task type varies by dataset: regression for continuous measurements (e.g., permeability, clearance, half-life) or binary classification for categorical outcomes (e.g., BBB penetration, CYP inhibition). Dataset: cyp2c9_veith. (1) The compound is CC1(C)OC[C@@H]([C@H]2O[C@H](On3nnc4ccc(Cl)cc43)[C@@H]3OC(C)(C)O[C@H]23)O1. The result is 0 (non-inhibitor). (2) The drug is CC(C)(C)c1ccc(-c2nnc(SCC(=O)c3ccc4c(c3)OCCO4)o2)cc1. The result is 1 (inhibitor). (3) The drug is CCOc1ccc(/C=C/C(=O)c2c(O)c3ccccc3oc2=O)cc1. The result is 1 (inhibitor). (4) The compound is Clc1ccc(Sc2ccc(/C=N/n3cnnc3)o2)cc1. The result is 1 (inhibitor). (5) The molecule is CC(C)[C@@]1(NC(=O)[C@@H]2C[C@H]3c4cccc5[nH]cc(c45)C[C@@H]3N(C)C2)O[C@@]2(O)[C@H]3CCCN3C(=O)[C@H](Cc3ccccc3)N2C1=O.CS(=O)(=O)O. The result is 1 (inhibitor). (6) The result is 0 (non-inhibitor). The compound is CC1=CC(=O)CC(C)(C)[C@]1(O)/C=C\C(C)=C\C(=O)O. (7) The compound is Cl.OC(COCC1COc2ccccc2O1)CN1CCc2ccccc2C1. The result is 0 (non-inhibitor).